The task is: Predict the reactants needed to synthesize the given product.. This data is from Full USPTO retrosynthesis dataset with 1.9M reactions from patents (1976-2016). Given the product [CH3:49][C:38]([O:1][C:2]1[CH:3]=[C:4]([CH3:30])[C:5]([C:11](=[O:12])[N:13]([C@@H:14]2[CH2:19][CH2:18][CH2:17][N:16]([C:20]([O:22][C:23]([CH3:24])([CH3:25])[CH3:26])=[O:21])[CH2:15]2)[CH:27]([CH3:28])[CH3:29])=[CH:6][C:7]=1[N+:8]([O-:10])=[O:9])([C:39]([O:41][CH2:42][CH3:43])=[O:40])[C:44]([O:46][CH2:47][CH3:48])=[O:45], predict the reactants needed to synthesize it. The reactants are: [OH:1][C:2]1[C:7]([N+:8]([O-:10])=[O:9])=[CH:6][C:5]([C:11]([N:13]([CH:27]([CH3:29])[CH3:28])[C@@H:14]2[CH2:19][CH2:18][CH2:17][N:16]([C:20]([O:22][C:23]([CH3:26])([CH3:25])[CH3:24])=[O:21])[CH2:15]2)=[O:12])=[C:4]([CH3:30])[CH:3]=1.C(=O)([O-])[O-].[K+].[K+].Br[C:38]([CH3:49])([C:44]([O:46][CH2:47][CH3:48])=[O:45])[C:39]([O:41][CH2:42][CH3:43])=[O:40].